From a dataset of Forward reaction prediction with 1.9M reactions from USPTO patents (1976-2016). Predict the product of the given reaction. (1) The product is: [F:12][P-:13]([F:18])([F:17])([F:16])([F:15])[F:14].[CH2:2]([N+:4]1([CH2:9][O:10][CH3:11])[CH2:8][CH2:7][CH2:6][CH2:5]1)[CH3:3]. Given the reactants [Cl-].[CH2:2]([N+:4]1([CH2:9][O:10][CH3:11])[CH2:8][CH2:7][CH2:6][CH2:5]1)[CH3:3].[F:12][P-:13]([F:18])([F:17])([F:16])([F:15])[F:14].[Na+].C(Cl)(Cl)Cl, predict the reaction product. (2) Given the reactants F[B-](F)(F)F.C(OCC=C)(=O)C.C([SiH](CC)CC)C.[CH2:20]([Si:23]([CH2:28][CH3:29])([CH2:26][CH3:27])[CH2:24][CH3:25])[CH:21]=C, predict the reaction product. The product is: [CH2:20]([Si:23]([CH2:28][CH3:29])([CH2:26][CH3:27])[CH2:24][CH3:25])[CH3:21]. (3) Given the reactants [NH2:1][C:2](=[O:30])[C@H:3]([NH:13][C:14]1[CH:22]=[CH:21][C:17]([C:18]([NH2:20])=[O:19])=[C:16]([NH:23][C:24]2[S:28][N:27]=[C:26]([CH3:29])[CH:25]=2)[CH:15]=1)[CH2:4][O:5]CC1C=CC=CC=1.B(Br)(Br)Br, predict the reaction product. The product is: [NH2:1][C:2](=[O:30])[C@H:3]([NH:13][C:14]1[CH:22]=[CH:21][C:17]([C:18]([NH2:20])=[O:19])=[C:16]([NH:23][C:24]2[S:28][N:27]=[C:26]([CH3:29])[CH:25]=2)[CH:15]=1)[CH2:4][OH:5]. (4) Given the reactants [C:1]([C:4]1[CH:5]=[C:6]2[C:11](=[CH:12][CH:13]=1)[NH:10][CH2:9][CH2:8][CH2:7]2)(=[O:3])[CH3:2].[CH3:14][C:15]1[CH:20]=[CH:19][C:18]([C:21]2[CH:29]=[CH:28][C:24]([C:25](O)=[O:26])=[CH:23][N:22]=2)=[CH:17][CH:16]=1, predict the reaction product. The product is: [CH3:14][C:15]1[CH:16]=[CH:17][C:18]([C:21]2[N:22]=[CH:23][C:24]([C:25]([N:10]3[C:11]4[C:6](=[CH:5][C:4]([C:1](=[O:3])[CH3:2])=[CH:13][CH:12]=4)[CH2:7][CH2:8][CH2:9]3)=[O:26])=[CH:28][CH:29]=2)=[CH:19][CH:20]=1. (5) Given the reactants [C:1]1([S:7]([CH2:9][Br:10])=O)[CH:6]=[CH:5][CH:4]=[CH:3][CH:2]=1.[CH3:11][C:12]1[CH:17]=[CH:16][C:15]([CH3:18])=[C:14]([CH3:19])[C:13]=1[CH3:20].FC(F)(F)S(OS(C(F)(F)F)(=O)=O)(=O)=O.[H+].[B-:37]([F:41])([F:40])([F:39])[F:38], predict the reaction product. The product is: [F:38][B-:37]([F:41])([F:40])[F:39].[Br:10][CH2:9][S+:7]([C:1]1[CH:6]=[CH:5][CH:4]=[CH:3][CH:2]=1)[C:17]1[CH:16]=[C:15]([CH3:18])[C:14]([CH3:19])=[C:13]([CH3:20])[C:12]=1[CH3:11]. (6) The product is: [O:27]=[C:26]([CH3:28])[CH2:25][C:24]([NH:19][C:18]1[CH:20]=[CH:21][C:15]([C:12]2[N:13]=[CH:14][N:10]([C:7]3[CH:6]=[CH:5][C:4]([O:3][C:2]([F:1])([F:22])[F:23])=[CH:9][CH:8]=3)[N:11]=2)=[CH:16][CH:17]=1)=[O:29]. Given the reactants [F:1][C:2]([F:23])([F:22])[O:3][C:4]1[CH:9]=[CH:8][C:7]([N:10]2[CH:14]=[N:13][C:12]([C:15]3[CH:21]=[CH:20][C:18]([NH2:19])=[CH:17][CH:16]=3)=[N:11]2)=[CH:6][CH:5]=1.[C:24](OC(C)(C)C)(=[O:29])[CH2:25][C:26]([CH3:28])=[O:27], predict the reaction product.